Predict the reaction yield, written as a fraction of the theoretical maximum amount of product (1.0 means a 100% yield; for example, 0.34 means a 34% yield). From a dataset of Reaction yield outcomes from USPTO patents with 853,638 reactions. (1) The reactants are [Cl:1][C:2]1[N:7]=[CH:6][C:5]2[N:8]=[N:9][NH:10][C:4]=2[CH:3]=1.CCN(C(C)C)C(C)C.[CH3:20][Si:21]([CH2:24][CH2:25][O:26][CH2:27]Cl)([CH3:23])[CH3:22]. The catalyst is CN(C=O)C. The product is [Cl:1][C:2]1[N:7]=[CH:6][C:5]2[N:8]=[N:9][N:10]([CH2:27][O:26][CH2:25][CH2:24][Si:21]([CH3:23])([CH3:22])[CH3:20])[C:4]=2[CH:3]=1. The yield is 0.610. (2) The reactants are [N:1]1[C:10]2[C:5](=[CH:6][C:7]([CH2:11][N:12]3[C:16]4=[N:17][C:18]([C:21](=O)[CH3:22])=[CH:19][N:20]=[C:15]4[N:14]=[N:13]3)=[CH:8][CH:9]=2)[CH:4]=[CH:3][CH:2]=1.Cl.[NH2:25][OH:26]. No catalyst specified. The product is [N:1]1[C:10]2[C:5](=[CH:6][C:7]([CH2:11][N:12]3[C:16]4=[N:17][C:18]([C:21](=[N:25][OH:26])[CH3:22])=[CH:19][N:20]=[C:15]4[N:14]=[N:13]3)=[CH:8][CH:9]=2)[CH:4]=[CH:3][CH:2]=1. The yield is 0.720. (3) The reactants are [NH2:1][C:2]1[CH:7]=[C:6]([NH:8][C:9](=[O:18])[C:10]2[C:15]([Cl:16])=[CH:14][CH:13]=[CH:12][C:11]=2[Cl:17])[CH:5]=[CH:4][N:3]=1.[Cl:19][CH:20]1[CH2:22][CH:21]1[C:23](O)=[O:24].CN(C(ON1N=NC2C=CC=NC1=2)=[N+](C)C)C.F[P-](F)(F)(F)(F)F.CCN(C(C)C)C(C)C. The catalyst is CN(C=O)C.CCOC(C)=O. The product is [Cl:16][C:15]1[CH:14]=[CH:13][CH:12]=[C:11]([Cl:17])[C:10]=1[C:9]([NH:8][C:6]1[CH:5]=[CH:4][N:3]=[C:2]([NH:1][C:23]([C@H:21]2[CH2:22][C@H:20]2[Cl:19])=[O:24])[CH:7]=1)=[O:18]. The yield is 0.120. (4) The reactants are [Cl:1][C:2]1[N:3]=[C:4]([C:9]([NH:11][C:12]2[CH:17]=[CH:16][C:15]([C:18]3[S:19][C:20]([C:24]([O:26]CC)=[O:25])=[C:21]([CH3:23])[N:22]=3)=[CH:14][CH:13]=2)=[O:10])[NH:5][C:6]=1[CH2:7][CH3:8].[OH-].[Li+].CO. The yield is 0.770. The catalyst is ClCCl. The product is [Cl:1][C:2]1[N:3]=[C:4]([C:9]([NH:11][C:12]2[CH:17]=[CH:16][C:15]([C:18]3[S:19][C:20]([C:24]([OH:26])=[O:25])=[C:21]([CH3:23])[N:22]=3)=[CH:14][CH:13]=2)=[O:10])[NH:5][C:6]=1[CH2:7][CH3:8].